From a dataset of Reaction yield outcomes from USPTO patents with 853,638 reactions. Predict the reaction yield, written as a fraction of the theoretical maximum amount of product (1.0 means a 100% yield; for example, 0.34 means a 34% yield). (1) The reactants are C(N(CC)CC)C.Cl[C:9]1[CH:14]=[CH:13][C:12]([CH:15]2[CH2:20][CH2:19][CH:18]([C:21]([OH:23])=[O:22])[CH2:17][CH2:16]2)=[CH:11][CH:10]=1. The catalyst is CO.[Pd]. The product is [C:12]1([C@H:15]2[CH2:16][CH2:17][C@H:18]([C:21]([OH:23])=[O:22])[CH2:19][CH2:20]2)[CH:13]=[CH:14][CH:9]=[CH:10][CH:11]=1. The yield is 0.830. (2) The reactants are C([O:8][C:9]1[C:10](=[N:29][OH:30])[N:11]([CH3:28])[CH:12]=[N:13][C:14]=1[C:15]1[O:16][C:17]([CH2:20][C:21]2[CH:26]=[CH:25][C:24]([F:27])=[CH:23][CH:22]=2)=[N:18][N:19]=1)C1C=CC=CC=1.[H][H]. The catalyst is [Pd]. The product is [F:27][C:24]1[CH:23]=[CH:22][C:21]([CH2:20][C:17]2[O:16][C:15]([C:14]3[N:13]=[CH:12][N:11]([CH3:28])[C:10](=[N:29][OH:30])[C:9]=3[OH:8])=[N:19][N:18]=2)=[CH:26][CH:25]=1. The yield is 0.680.